From a dataset of Catalyst prediction with 721,799 reactions and 888 catalyst types from USPTO. Predict which catalyst facilitates the given reaction. Reactant: Cl.[C:2]([C:4]1[C:5](O)=[C:6]([C:10]2[N:20]=[CH:19][CH:18]=[CH:17][C:11]=2[C:12]([O:14][CH2:15][CH3:16])=[O:13])[CH:7]=[CH:8][CH:9]=1)#[N:3].[C:22](=[O:25])([O-])[O-].[K+].[K+].BrC[CH2:30][CH2:31][Cl:32]. Product: [Cl:32][CH2:31][CH2:30][CH2:22][O:25][C:9]1[CH:8]=[CH:7][C:6]([C:10]2[N:20]=[CH:19][CH:18]=[CH:17][C:11]=2[C:12]([O:14][CH2:15][CH3:16])=[O:13])=[CH:5][C:4]=1[C:2]#[N:3]. The catalyst class is: 3.